From a dataset of Peptide-MHC class II binding affinity with 134,281 pairs from IEDB. Regression. Given a peptide amino acid sequence and an MHC pseudo amino acid sequence, predict their binding affinity value. This is MHC class II binding data. (1) The peptide sequence is FLGCLVKEIPPRLLY. The MHC is DRB4_0101 with pseudo-sequence DRB4_0103. The binding affinity (normalized) is 0.312. (2) The peptide sequence is SVDLELSWNLNGLQAY. The MHC is HLA-DQA10101-DQB10501 with pseudo-sequence HLA-DQA10101-DQB10501. The binding affinity (normalized) is 0.601. (3) The peptide sequence is LVVRMYLSSQAIRLV. The MHC is HLA-DQA10101-DQB10501 with pseudo-sequence HLA-DQA10101-DQB10501. The binding affinity (normalized) is 0.284. (4) The peptide sequence is LRPTFDTRLMRLEDE. The MHC is DRB1_0301 with pseudo-sequence DRB1_0301. The binding affinity (normalized) is 0.263. (5) The peptide sequence is GLVTEFPSTAAAYFR. The MHC is HLA-DPA10301-DPB10402 with pseudo-sequence HLA-DPA10301-DPB10402. The binding affinity (normalized) is 0.584. (6) The peptide sequence is KATLECQVQTAVDFG. The MHC is DRB1_0701 with pseudo-sequence DRB1_0701. The binding affinity (normalized) is 0.206. (7) The peptide sequence is AASLLDEDMDALEEA. The MHC is DRB1_0401 with pseudo-sequence DRB1_0401. The binding affinity (normalized) is 0.0249.